This data is from Forward reaction prediction with 1.9M reactions from USPTO patents (1976-2016). The task is: Predict the product of the given reaction. Given the reactants [N+:1]([C:4]1[CH:10]=[C:9](B2OC(C)(C)C(C)(C)O2)[CH:8]=[CH:7][C:5]=1[NH2:6])([O-:3])=[O:2].N#N.Br[C:23]1[N:24]=[CH:25][N:26]([CH3:28])[CH:27]=1.C(=O)([O-])[O-].[Na+].[Na+], predict the reaction product. The product is: [CH3:28][N:26]1[CH:27]=[C:23]([C:9]2[CH:8]=[CH:7][C:5]([NH2:6])=[C:4]([N+:1]([O-:3])=[O:2])[CH:10]=2)[N:24]=[CH:25]1.